Task: Predict the product of the given reaction.. Dataset: Forward reaction prediction with 1.9M reactions from USPTO patents (1976-2016) (1) The product is: [Cl:3][CH2:11][C:12]1[CH:13]=[CH:14][C:15]2[C:28]3[CH2:27][C:26]4[C:21](=[CH:22][C:23](=[O:29])[CH2:24][CH:25]=4)[S:20][C:19]=3[CH:18]=[CH:17][C:16]=2[N:30]=1. Given the reactants N1C(Cl)=NC(Cl)=NC=1[Cl:3].O[CH2:11][C:12]1[CH:13]=[CH:14][C:15]2[C:28]3[CH2:27][C:26]4[C:21](=[CH:22][C:23](=[O:29])[CH2:24][CH:25]=4)[S:20][C:19]=3[CH:18]=[CH:17][C:16]=2[N:30]=1, predict the reaction product. (2) The product is: [CH2:3]([C@@H:15]1[CH2:14][C@H:13]([C:9]2[CH:10]=[CH:11][CH:12]=[C:7]([Cl:6])[CH:8]=2)[C@:18]([C:20]2[CH:21]=[CH:22][C:23]([Cl:26])=[CH:24][CH:25]=2)([CH3:19])[N:17]([CH:27]([CH3:28])[CH3:29])[C:16]1=[O:30])[CH:1]=[CH2:2]. Given the reactants [CH:1]([Li])([CH2:3]C)[CH3:2].[Cl:6][C:7]1[CH:8]=[C:9]([C@@H:13]2[C@:18]([C:20]3[CH:25]=[CH:24][C:23]([Cl:26])=[CH:22][CH:21]=3)([CH3:19])[N:17]([CH:27]([CH3:29])[CH3:28])[C:16](=[O:30])[CH2:15][CH2:14]2)[CH:10]=[CH:11][CH:12]=1.C(Br)C=C, predict the reaction product. (3) Given the reactants Cl[C:2]1[CH:7]=[C:6]([C:8]2[CH:12]=[CH:11][S:10][CH:9]=2)[N:5]=[C:4]2[CH2:13][CH2:14][CH2:15][C:3]=12.[NH2:16][C:17]1[CH:22]=[CH:21][C:20]([CH2:23][C:24]([O:26][CH2:27][CH3:28])=[O:25])=[CH:19][CH:18]=1, predict the reaction product. The product is: [S:10]1[CH:11]=[CH:12][C:8]([C:6]2[N:5]=[C:4]3[CH2:13][CH2:14][CH2:15][C:3]3=[C:2]([NH:16][C:17]3[CH:18]=[CH:19][C:20]([CH2:23][C:24]([O:26][CH2:27][CH3:28])=[O:25])=[CH:21][CH:22]=3)[CH:7]=2)=[CH:9]1.